This data is from Reaction yield outcomes from USPTO patents with 853,638 reactions. The task is: Predict the reaction yield, written as a fraction of the theoretical maximum amount of product (1.0 means a 100% yield; for example, 0.34 means a 34% yield). (1) The reactants are [C:1]([N:8]1[CH:12]=[CH:11][N:10]=[CH:9]1)([N:3]1[CH:7]=[CH:6]N=[CH:4]1)=[O:2].C(N(C(C)C)CC)(C)C.O1CCCC1.Cl.Cl.N1CC[CH:32]([N:35]2[C:43]3[C:38](=[N:39][CH:40]=[CH:41][CH:42]=3)[NH:37][C:36]2=[O:44])[CH2:31]C1. The catalyst is C(#N)C. The product is [N:8]1([C:1]([N:3]2[CH2:4][CH2:31][CH:32]([N:35]3[C:43]4[C:38](=[N:39][CH:40]=[CH:41][CH:42]=4)[NH:37][C:36]3=[O:44])[CH2:6][CH2:7]2)=[O:2])[CH:12]=[CH:11][N:10]=[CH:9]1. The yield is 0.859. (2) The reactants are [F:1][C:2]([F:15])([F:14])[O:3][C:4]1[CH:13]=[CH:12][C:7]2[N:8]=[C:9](N)[S:10][C:6]=2[CH:5]=1.C([CH2:18][O:19][C:20]1[C:21]([F:30])=[C:22]([C:27]([NH2:29])=[O:28])[C:23]([F:26])=[CH:24][CH:25]=1)#N. No catalyst specified. The product is [F:30][C:21]1[C:20]([O:19][CH2:18][C:9]2[S:10][C:6]3[CH:5]=[C:4]([O:3][C:2]([F:15])([F:14])[F:1])[CH:13]=[CH:12][C:7]=3[N:8]=2)=[CH:25][CH:24]=[C:23]([F:26])[C:22]=1[C:27]([NH2:29])=[O:28]. The yield is 0.340. (3) The reactants are [Cl:1][C:2]1[C:7]2[N:8]=[C:9]([NH2:11])[S:10][C:6]=2[CH:5]=[CH:4][CH:3]=1.[C:12](N1C=CN=C1)([N:14]1[CH:18]=[CH:17][N:16]=[CH:15]1)=[S:13]. The catalyst is C(#N)C. The product is [Cl:1][C:2]1[C:7]2[N:8]=[C:9]([NH:11][C:12]([N:14]3[CH:18]=[CH:17][N:16]=[CH:15]3)=[S:13])[S:10][C:6]=2[CH:5]=[CH:4][CH:3]=1. The yield is 0.185. (4) The reactants are [N+:1]([C:4]1[CH:19]=[CH:18][C:7]2[N:8]=[C:9]([C:11]3[CH:16]=[CH:15][C:14]([CH3:17])=[CH:13][CH:12]=3)[O:10][C:6]=2[CH:5]=1)([O-])=O.[Cl-].[NH4+]. The catalyst is C(O)C.O.[Fe]. The product is [C:14]1([CH3:17])[CH:13]=[CH:12][C:11]([C:9]2[O:10][C:6]3[CH:5]=[C:4]([NH2:1])[CH:19]=[CH:18][C:7]=3[N:8]=2)=[CH:16][CH:15]=1. The yield is 0.0400. (5) The reactants are [Cl:1][C:2]1[N:7]=[C:6](Cl)[C:5]([F:9])=[CH:4][N:3]=1.[CH2:10]([O:14][C:15]1[CH:21]=[CH:20][C:18]([NH2:19])=[CH:17][CH:16]=1)[CH2:11][CH2:12][CH3:13].Cl.[OH-].[Na+]. The catalyst is CC(C)=O.O. The product is [Cl:1][C:2]1[N:7]=[C:6]([NH:19][C:18]2[CH:17]=[CH:16][C:15]([O:14][CH2:10][CH2:11][CH2:12][CH3:13])=[CH:21][CH:20]=2)[C:5]([F:9])=[CH:4][N:3]=1. The yield is 0.800. (6) The reactants are [CH2:1](N(CC)CC)C.CN(C)C=O.C[Sn](C)(C)C.[C:18]1([CH:24]([C:48]2[CH:53]=[CH:52][CH:51]=[CH:50][CH:49]=2)[N:25]2[C:33]3[C:28](=[CH:29][C:30](Br)=[CH:31][CH:32]=3)[C:27]3([C:46]4[C:37](=[CH:38][C:39]5[O:44][CH2:43][CH2:42][O:41][C:40]=5[CH:45]=4)[O:36][CH2:35]3)[C:26]2=[O:47])[CH:23]=[CH:22][CH:21]=[CH:20][CH:19]=1. The catalyst is C([O-])(=O)C.[Pd+2].C([O-])(=O)C.C1(C)C=CC=CC=1P(C1C=CC=CC=1C)C1C=CC=CC=1C.O. The product is [C:18]1([CH:24]([C:48]2[CH:53]=[CH:52][CH:51]=[CH:50][CH:49]=2)[N:25]2[C:33]3[C:28](=[CH:29][C:30]([CH3:1])=[CH:31][CH:32]=3)[C:27]3([C:46]4[C:37](=[CH:38][C:39]5[O:44][CH2:43][CH2:42][O:41][C:40]=5[CH:45]=4)[O:36][CH2:35]3)[C:26]2=[O:47])[CH:23]=[CH:22][CH:21]=[CH:20][CH:19]=1. The yield is 0.860. (7) The reactants are [OH:1][C:2]1[CH:7]=[CH:6][C:5]2[C:8]3([CH2:18][O:19][C:4]=2[CH:3]=1)[C:16]1[C:11](=[CH:12][CH:13]=[CH:14][CH:15]=1)[NH:10][C:9]3=[O:17].N1C=CN=C1.[CH:25]([Si:28](Cl)([CH:32]([CH3:34])[CH3:33])[CH:29]([CH3:31])[CH3:30])([CH3:27])[CH3:26]. The catalyst is CN(C)C=O. The product is [CH3:26][CH:25]([Si:28]([CH:32]([CH3:34])[CH3:33])([CH:29]([CH3:31])[CH3:30])[O:1][C:2]1[CH:7]=[CH:6][C:5]2[C:8]3([CH2:18][O:19][C:4]=2[CH:3]=1)[C:16]1[C:11](=[CH:12][CH:13]=[CH:14][CH:15]=1)[NH:10][C:9]3=[O:17])[CH3:27]. The yield is 0.690.